Dataset: Reaction yield outcomes from USPTO patents with 853,638 reactions. Task: Predict the reaction yield, written as a fraction of the theoretical maximum amount of product (1.0 means a 100% yield; for example, 0.34 means a 34% yield). (1) The reactants are FC(F)(F)S(O[C:7]1[CH:16]=[CH:15][C:14]2[N:13]([C:17](=[O:19])[CH3:18])[CH:12]([CH:20]3[CH2:22][CH2:21]3)[CH:11]([CH3:23])[CH:10]([NH:24][C:25]3[CH:30]=[CH:29][CH:28]=[CH:27][CH:26]=3)[C:9]=2[N:8]=1)(=O)=O.[CH2:33]([N:35]1[CH:39]=[C:38](B2OC(C)(C)C(C)(C)O2)[CH:37]=[N:36]1)[CH3:34].C(=O)([O-])[O-].[K+].[K+]. The catalyst is O.O1CCOCC1.C1C=CC(P(C2C=CC=CC=2)[C-]2C=CC=C2)=CC=1.C1C=CC(P(C2C=CC=CC=2)[C-]2C=CC=C2)=CC=1.Cl[Pd]Cl.[Fe+2]. The product is [CH:20]1([C@H:12]2[C@H:11]([CH3:23])[C@@H:10]([NH:24][C:25]3[CH:26]=[CH:27][CH:28]=[CH:29][CH:30]=3)[C:9]3[C:14](=[CH:15][CH:16]=[C:7]([C:38]4[CH:37]=[N:36][N:35]([CH2:33][CH3:34])[CH:39]=4)[N:8]=3)[N:13]2[C:17](=[O:19])[CH3:18])[CH2:22][CH2:21]1. The yield is 0.120. (2) The reactants are Cl.[C:2]([C:4]1[C:5]([N:11]=CN(C)C)=[N:6][CH:7]=[C:8]([I:10])[N:9]=1)#[N:3]. No catalyst specified. The product is [NH2:11][C:5]1[C:4]([C:2]#[N:3])=[N:9][C:8]([I:10])=[CH:7][N:6]=1. The yield is 0.950. (3) The reactants are [CH3:1][N:2]1[C:6]2[CH:7]=[CH:8][C:9]([C:11]([OH:13])=O)=[CH:10][C:5]=2[N:4]=[N:3]1.[NH:14]1[CH2:19][CH2:18][CH2:17][C@@H:16]2[C:20]3[CH:21]=[CH:22][CH:23]=[CH:24][C:25]=3[CH2:26][C@H:15]12.F[P-](F)(F)(F)(F)F.N1(OC(N(C)C)=[N+](C)C)C2N=CC=CC=2N=N1. No catalyst specified. The product is [N:14]1([C:11]([C:9]2[CH:8]=[CH:7][C:6]3[N:2]([CH3:1])[N:3]=[N:4][C:5]=3[CH:10]=2)=[O:13])[CH2:19][CH2:18][CH2:17][C@@H:16]2[C:20]3[CH:21]=[CH:22][CH:23]=[CH:24][C:25]=3[CH2:26][C@H:15]12. The yield is 0.650. (4) The reactants are [CH3:1][N:2]1[C:6]([CH3:7])=[C:5]([C:8]([OH:10])=O)[CH:4]=[N:3]1.O1CCCC1.C(Cl)(=O)C(Cl)=O.[NH2:22][C:23]1[CH:24]=[C:25]([CH:42]=[CH:43][C:44]=1[F:45])[O:26][C:27]1[CH:28]=[CH:29][C:30]2[N:31]([CH:33]=[C:34]([NH:36][C:37]([CH:39]3[CH2:41][CH2:40]3)=[O:38])[N:35]=2)[N:32]=1. The catalyst is CN(C)C=O.CN1CCCC1=O. The product is [CH:39]1([C:37]([NH:36][C:34]2[N:35]=[C:30]3[CH:29]=[CH:28][C:27]([O:26][C:25]4[CH:42]=[CH:43][C:44]([F:45])=[C:23]([NH:22][C:8]([C:5]5[CH:4]=[N:3][N:2]([CH3:1])[C:6]=5[CH3:7])=[O:10])[CH:24]=4)=[N:32][N:31]3[CH:33]=2)=[O:38])[CH2:40][CH2:41]1. The yield is 0.470. (5) The catalyst is C1COCC1.CO. The reactants are C[O:2][C:3]([C:5]1[C:10]([CH3:11])=[CH:9][C:8]([C:12]2[CH:17]=[CH:16][CH:15]=[C:14]([C:18]([F:21])([F:20])[F:19])[CH:13]=2)=[CH:7][N:6]=1)=[O:4].[OH-].[Li+]. The yield is 0.990. The product is [CH3:11][C:10]1[C:5]([C:3]([OH:4])=[O:2])=[N:6][CH:7]=[C:8]([C:12]2[CH:17]=[CH:16][CH:15]=[C:14]([C:18]([F:19])([F:20])[F:21])[CH:13]=2)[CH:9]=1. (6) The reactants are [NH2:1][C:2]1[C:7]([CH:8]=[O:9])=[CH:6][CH:5]=[CH:4][N:3]=1.[CH3:10][C:11]([O:14][C:15](O[C:15]([O:14][C:11]([CH3:13])([CH3:12])[CH3:10])=[O:16])=[O:16])([CH3:13])[CH3:12]. The catalyst is CC#N.CCOC(C)=O. The product is [C:11]([O:14][C:15](=[O:16])[NH:1][C:2]1[C:7]([CH:8]=[O:9])=[CH:6][CH:5]=[CH:4][N:3]=1)([CH3:13])([CH3:12])[CH3:10]. The yield is 0.720. (7) The reactants are [CH3:1][C:2]1([CH3:10])[O:6][CH:5]([CH:7](O)[CH3:8])[CH2:4][O:3]1.C1(P(C2C=CC=CC=2)C2C=CC=CC=2)C=CC=CC=1.[OH:30][N:31]1[C:35](=[O:36])[C:34]2=[CH:37][CH:38]=[CH:39][CH:40]=[C:33]2[C:32]1=[O:41].CCOC(/N=N/C(OCC)=O)=O. The catalyst is O1CCCC1. The product is [CH3:10][C:2]1([CH3:1])[O:6][CH:5]([CH2:7][CH2:8][O:30][N:31]2[C:35](=[O:36])[C:34]3[C:33](=[CH:40][CH:39]=[CH:38][CH:37]=3)[C:32]2=[O:41])[CH2:4][O:3]1. The yield is 0.587. (8) The reactants are [Cl:1][C:2]1[CH:35]=[CH:34][CH:33]=[C:32]([C:36]([F:39])([F:38])[F:37])[C:3]=1[C:4]([N:6]1[C:14]2[C:9](=[CH:10][CH:11]=[C:12]([C:15]3[N:16]=[CH:17][N:18]([CH3:20])[CH:19]=3)[CH:13]=2)[C:8]([C:21]2[CH:30]=[CH:29][C:24]([C:25]([O:27]C)=[O:26])=[CH:23][C:22]=2[F:31])=[N:7]1)=[O:5].[Li+].[OH-].Cl. The catalyst is C1COCC1.O. The product is [Cl:1][C:2]1[CH:35]=[CH:34][CH:33]=[C:32]([C:36]([F:39])([F:38])[F:37])[C:3]=1[C:4]([N:6]1[C:14]2[C:9](=[CH:10][CH:11]=[C:12]([C:15]3[N:16]=[CH:17][N:18]([CH3:20])[CH:19]=3)[CH:13]=2)[C:8]([C:21]2[CH:30]=[CH:29][C:24]([C:25]([OH:27])=[O:26])=[CH:23][C:22]=2[F:31])=[N:7]1)=[O:5]. The yield is 1.00.